From a dataset of Reaction yield outcomes from USPTO patents with 853,638 reactions. Predict the reaction yield, written as a fraction of the theoretical maximum amount of product (1.0 means a 100% yield; for example, 0.34 means a 34% yield). The yield is 0.476. The reactants are [OH:1][CH2:2][CH2:3][N:4]([CH2:12][CH2:13][N:14]1[CH2:19][CH2:18][S:17][C:16]2[CH:20]=[CH:21][C:22]([N+:24]([O-])=O)=[CH:23][C:15]1=2)[C:5](=[O:11])[O:6][C:7]([CH3:10])([CH3:9])[CH3:8].I.[S:28]1[CH:32]=[CH:31][CH:30]=[C:29]1[C:33](SC)=[NH:34]. The catalyst is C(O)C.ClCCl.[Pd]. The product is [OH:1][CH2:2][CH2:3][N:4]([CH2:12][CH2:13][N:14]1[CH2:19][CH2:18][S:17][C:16]2[CH:20]=[CH:21][C:22]([NH:24][C:33]([C:29]3[S:28][CH:32]=[CH:31][CH:30]=3)=[NH:34])=[CH:23][C:15]1=2)[C:5](=[O:11])[O:6][C:7]([CH3:10])([CH3:9])[CH3:8].